Task: Predict the reactants needed to synthesize the given product.. Dataset: Full USPTO retrosynthesis dataset with 1.9M reactions from patents (1976-2016) (1) Given the product [NH2:10][C:9]1[CH:11]=[CH:12][C:6]([Br:5])=[CH:7][C:8]=1/[CH:3]=[CH:2]/[C:1]#[N:4], predict the reactants needed to synthesize it. The reactants are: [C:1](#[N:4])[CH:2]=[CH2:3].[Br:5][C:6]1[CH:12]=[CH:11][C:9]([NH2:10])=[C:8](I)[CH:7]=1.C([O-])(O)=O.[Na+].O. (2) Given the product [Cl:1][C:2]1[CH:3]=[N:4][C:5]2[N:6]([N:8]=[C:9]([C:11]([N:18]3[CH2:19][CH2:20][C:21]4[C:26](=[CH:25][CH:24]=[CH:23][CH:22]=4)[CH:17]3[CH:14]([CH3:16])[CH3:15])=[O:13])[CH:10]=2)[CH:7]=1, predict the reactants needed to synthesize it. The reactants are: [Cl:1][C:2]1[CH:3]=[N:4][C:5]2[N:6]([N:8]=[C:9]([C:11]([OH:13])=O)[CH:10]=2)[CH:7]=1.[CH:14]([CH:17]1[C:26]2[C:21](=[CH:22][CH:23]=[CH:24][CH:25]=2)[CH2:20][CH2:19][NH:18]1)([CH3:16])[CH3:15]. (3) Given the product [Cl:1][C:2]1[CH:7]=[C:6]([CH3:8])[C:5]([N+:9]([O-:11])=[O:10])=[CH:4][N+:3]=1[O-:16], predict the reactants needed to synthesize it. The reactants are: [Cl:1][C:2]1[CH:7]=[C:6]([CH3:8])[C:5]([N+:9]([O-:11])=[O:10])=[CH:4][N:3]=1.OO.NC(N)=[O:16].FC(F)(F)C(OC(=O)C(F)(F)F)=O.O. (4) Given the product [F:1][C:2]1[CH:9]=[CH:8][C:5]([CH:6]=[N:16][CH2:15][Si:12]([CH3:14])([CH3:13])[CH3:11])=[C:4]([CH3:10])[CH:3]=1, predict the reactants needed to synthesize it. The reactants are: [F:1][C:2]1[CH:9]=[CH:8][C:5]([CH:6]=O)=[C:4]([CH3:10])[CH:3]=1.[CH3:11][Si:12]([CH2:15][NH2:16])([CH3:14])[CH3:13]. (5) Given the product [CH2:40]([O:39][C:36](=[O:38])[CH:37]=[CH:7][C:6]1[CH:9]=[C:2]([Cl:1])[CH:3]=[CH:4][C:5]=1[O:10][CH2:11][C:12]([N:14]1[CH2:19][C@H:18]([CH3:20])[N:17]([CH2:21][C:22]2[CH:23]=[CH:24][C:25]([F:28])=[CH:26][CH:27]=2)[CH2:16][C@H:15]1[CH3:29])=[O:13])[CH3:41], predict the reactants needed to synthesize it. The reactants are: [Cl:1][C:2]1[CH:3]=[CH:4][C:5]([O:10][CH2:11][C:12]([N:14]2[CH2:19][C@H:18]([CH3:20])[N:17]([CH2:21][C:22]3[CH:27]=[CH:26][C:25]([F:28])=[CH:24][CH:23]=3)[CH2:16][C@H:15]2[CH3:29])=[O:13])=[C:6]([CH:9]=1)[CH:7]=O.C(=O)([O-])[O-].[K+].[K+].[C:36]([O:39][CH2:40][CH3:41])(=[O:38])[CH3:37]. (6) Given the product [O:1]=[C:2]1[CH2:7][O:6][C:5]2[N:8]=[C:9]([C:18]3[CH:23]=[CH:22][C:21]([C:24]4([NH:28][C:29](=[O:35])[O:30][C:31]([CH3:32])([CH3:34])[CH3:33])[CH2:25][CH2:26][CH2:27]4)=[CH:20][CH:19]=3)[C:10]([C:12]3[CH:13]=[CH:14][CH:15]=[CH:16][CH:17]=3)=[CH:11][C:4]=2[N:3]1[C:38]1[CH:37]=[N:36][CH:41]=[CH:40][CH:39]=1, predict the reactants needed to synthesize it. The reactants are: [O:1]=[C:2]1[CH2:7][O:6][C:5]2[N:8]=[C:9]([C:18]3[CH:23]=[CH:22][C:21]([C:24]4([NH:28][C:29](=[O:35])[O:30][C:31]([CH3:34])([CH3:33])[CH3:32])[CH2:27][CH2:26][CH2:25]4)=[CH:20][CH:19]=3)[C:10]([C:12]3[CH:17]=[CH:16][CH:15]=[CH:14][CH:13]=3)=[CH:11][C:4]=2[NH:3]1.[N:36]1[CH:41]=[CH:40][CH:39]=[C:38](B(O)O)[CH:37]=1.N1C=CC=CC=1. (7) The reactants are: FC(F)(F)C1C=CC(CBr)=CC=1.Br[CH2:14][C:15]1[CH:20]=[CH:19][C:18]([F:21])=[CH:17][CH:16]=1.[CH3:22][C:23]1[N:24]=[C:25]([N:33]2[CH2:37][CH2:36][NH:35][C:34]2=[O:38])[S:26][C:27]=1[C:28]([O:30][CH2:31][CH3:32])=[O:29]. Given the product [F:21][C:18]1[CH:19]=[CH:20][C:15]([CH2:14][N:35]2[CH2:36][CH2:37][N:33]([C:25]3[S:26][C:27]([C:28]([O:30][CH2:31][CH3:32])=[O:29])=[C:23]([CH3:22])[N:24]=3)[C:34]2=[O:38])=[CH:16][CH:17]=1, predict the reactants needed to synthesize it. (8) The reactants are: [Cl:1][C:2]1[CH:3]=[C:4]([CH3:32])[C:5]([CH2:8][N:9]([CH2:16][C:17]2[C:22]([C:23]([CH3:31])([C:25]3[CH:30]=[CH:29][CH:28]=[CH:27][CH:26]=3)[CH3:24])=[CH:21][CH:20]=[CH:19][N:18]=2)[CH:10]2[CH2:15][CH2:14][NH:13][CH2:12][CH2:11]2)=[N:6][CH:7]=1.[NH:33]1[CH:37]=[CH:36][N:35]=[C:34]1[NH:38][C:39](N1C=CN=C1)=[O:40].CCN(C(C)C)C(C)C. Given the product [NH:33]1[CH:37]=[CH:36][N:35]=[C:34]1[NH:38][C:39]([N:13]1[CH2:12][CH2:11][CH:10]([N:9]([CH2:8][C:5]2[C:4]([CH3:32])=[CH:3][C:2]([Cl:1])=[CH:7][N:6]=2)[CH2:16][C:17]2[C:22]([C:23]([CH3:24])([C:25]3[CH:30]=[CH:29][CH:28]=[CH:27][CH:26]=3)[CH3:31])=[CH:21][CH:20]=[CH:19][N:18]=2)[CH2:15][CH2:14]1)=[O:40], predict the reactants needed to synthesize it. (9) Given the product [CH3:1][O:2][C:3]1[CH:8]=[CH:7][CH:6]=[CH:5][C:4]=1[C:9]1[N:17]2[C:12]([CH:13]=[N:14][C:15]([O:18][S:33]([C:32]([F:45])([F:44])[F:31])(=[O:35])=[O:34])=[N:16]2)=[CH:11][CH:10]=1, predict the reactants needed to synthesize it. The reactants are: [CH3:1][O:2][C:3]1[CH:8]=[CH:7][CH:6]=[CH:5][C:4]=1[C:9]1[N:17]2[C:12]([CH:13]=[N:14][C:15]([OH:18])=[N:16]2)=[CH:11][CH:10]=1.C(Cl)Cl.C(N(CC)C(C)C)(C)C.[F:31][C:32]([F:45])([F:44])[S:33](O[S:33]([C:32]([F:45])([F:44])[F:31])(=[O:35])=[O:34])(=[O:35])=[O:34].